From a dataset of Full USPTO retrosynthesis dataset with 1.9M reactions from patents (1976-2016). Predict the reactants needed to synthesize the given product. (1) The reactants are: [OH:1][CH2:2][C:3]1[CH:8]=[CH:7][C:6](B(O)O)=[CH:5][CH:4]=1.Br[C:13]1[CH:14]=[CH:15][C:16]([O:19][CH3:20])=[N:17][CH:18]=1.C(=O)([O-])[O-].[K+].[K+]. Given the product [CH3:20][O:19][C:16]1[N:17]=[CH:18][C:13]([C:6]2[CH:7]=[CH:8][C:3]([CH2:2][OH:1])=[CH:4][CH:5]=2)=[CH:14][CH:15]=1, predict the reactants needed to synthesize it. (2) Given the product [Br:14][C:6]1[CH:5]=[CH:4][C:3]([O:2][CH3:1])=[C:12]2[C:7]=1[CH:8]=[CH:9][C:10]([Cl:13])=[N:11]2, predict the reactants needed to synthesize it. The reactants are: [CH3:1][O:2][C:3]1[CH:4]=[CH:5][CH:6]=[C:7]2[C:12]=1[N:11]=[C:10]([Cl:13])[CH:9]=[CH:8]2.[Br:14]Br.[O-]S([O-])(=S)=O.[Na+].[Na+].CCOC(C)=O. (3) Given the product [C:3]([C:7]1[CH:12]=[CH:11][CH:10]=[CH:9][C:8]=1[N:13]1[CH2:18][CH2:17][N:16]([C:27](=[O:28])[CH2:26][CH:24]2[CH2:23][C:22](=[O:30])[NH:21][C:20](=[O:19])[CH2:25]2)[CH2:15][CH2:14]1)([CH3:6])([CH3:4])[CH3:5], predict the reactants needed to synthesize it. The reactants are: Cl.Cl.[C:3]([C:7]1[CH:12]=[CH:11][CH:10]=[CH:9][C:8]=1[N:13]1[CH2:18][CH2:17][NH:16][CH2:15][CH2:14]1)([CH3:6])([CH3:5])[CH3:4].[O:19]=[C:20]1[CH2:25][CH:24]([CH2:26][C:27](O)=[O:28])[CH2:23][C:22](=[O:30])[NH:21]1.Cl.C(N=C=NCCCN(C)C)C.O.ON1C2C=CC=CC=2N=N1. (4) Given the product [Cl:1][C:2]1[CH:7]=[C:6]([CH3:8])[CH:5]=[C:4]([Cl:9])[C:3]=1[O:10][CH2:12][CH2:13][CH2:14][OH:15], predict the reactants needed to synthesize it. The reactants are: [Cl:1][C:2]1[CH:7]=[C:6]([CH3:8])[CH:5]=[C:4]([Cl:9])[C:3]=1[OH:10].Br[CH2:12][CH2:13][CH2:14][OH:15].C([O-])([O-])=O.[K+].[K+]. (5) Given the product [O:38]=[C:5]1[C:6]2[C:11](=[CH:10][C:9]([C:14]([NH:16][C@@H:17]([C:28]3[CH:33]=[CH:32][C:31]([C:34]([F:37])([F:35])[F:36])=[CH:30][CH:29]=3)[C:18]3[C:23]([C:24]([F:25])([F:26])[F:27])=[CH:22][CH:21]=[CH:20][N:19]=3)=[O:15])=[CH:8][CH:7]=2)[C:12](=[O:13])[N:4]1[CH2:1][CH2:2][CH3:3], predict the reactants needed to synthesize it. The reactants are: [CH2:1]([N:4]1[C:12](=[O:13])[C:11]2[C:6](=[CH:7][CH:8]=[C:9]([C:14]([NH:16][C@@H:17]([C:28]3[CH:33]=[CH:32][C:31]([C:34]([F:37])([F:36])[F:35])=[CH:30][CH:29]=3)[C:18]3[C:23]([C:24]([F:27])([F:26])[F:25])=[CH:22][CH:21]=[CH:20][N:19]=3)=[O:15])[CH:10]=2)[C:5]1=[O:38])[CH:2]=[CH2:3]. (6) Given the product [I:7][C:8]1[CH:9]=[C:1]([CH:14]=[CH:15][CH:16]=1)[C:2]([Cl:4])=[O:3], predict the reactants needed to synthesize it. The reactants are: [C:1](Cl)(=O)[C:2]([Cl:4])=[O:3].[I:7][C:8]1[CH:9]=C([CH:14]=[CH:15][CH:16]=1)C(O)=O.